Dataset: Reaction yield outcomes from USPTO patents with 853,638 reactions. Task: Predict the reaction yield, written as a fraction of the theoretical maximum amount of product (1.0 means a 100% yield; for example, 0.34 means a 34% yield). (1) The yield is 0.810. The product is [Cl:1][C:2]1[C:10]([O:11][CH2:12][CH2:13][CH2:14][N:42]([CH2:43][CH2:44][OH:45])[CH2:40][CH3:41])=[CH:9][C:8]([C:16]2[N:17]([C:32]([O:34][C:35]([CH3:36])([CH3:37])[CH3:38])=[O:33])[C:18]3[C:23]([CH:24]=2)=[CH:22][C:21]([CH2:25][N:26]2[CH2:27][CH2:28][CH2:29][CH2:30][CH2:31]2)=[CH:20][CH:19]=3)=[C:7]2[C:3]=1[CH2:4][NH:5][C:6]2=[O:39]. The reactants are [Cl:1][C:2]1[C:10]([O:11][CH2:12][CH2:13][CH2:14]Cl)=[CH:9][C:8]([C:16]2[N:17]([C:32]([O:34][C:35]([CH3:38])([CH3:37])[CH3:36])=[O:33])[C:18]3[C:23]([CH:24]=2)=[CH:22][C:21]([CH2:25][N:26]2[CH2:31][CH2:30][CH2:29][CH2:28][CH2:27]2)=[CH:20][CH:19]=3)=[C:7]2[C:3]=1[CH2:4][NH:5][C:6]2=[O:39].[CH2:40]([NH:42][CH2:43][CH2:44][OH:45])[CH3:41].O. The catalyst is CN(C)C(=O)C. (2) The catalyst is CO.C(OCC)(=O)C.C(=O)(O)[O-].[Na+]. The product is [CH:23]1[C:24]2[N:12]([CH2:11][C:8]3[CH:9]=[CH:10][C:5]([CH2:4][C:3]([NH:27][OH:28])=[O:2])=[CH:6][CH:7]=3)[C:13]3[C:18](=[CH:17][CH:16]=[CH:15][CH:14]=3)[C:19]=2[CH:20]=[CH:21][CH:22]=1. The reactants are C[O:2][C:3](=O)[CH2:4][C:5]1[CH:10]=[CH:9][C:8]([CH2:11][N:12]2[C:24]3[CH:23]=[CH:22][CH:21]=[CH:20][C:19]=3[C:18]3[C:13]2=[CH:14][CH:15]=[CH:16][CH:17]=3)=[CH:7][CH:6]=1.Cl.[NH2:27][OH:28].C[O-].[Na+]. The yield is 0.400. (3) The reactants are I[C:2]1[CH:3]=[N:4][CH:5]=[CH:6][CH:7]=1.[O:8]=[C:9]1[CH:14]=[C:13]([O:15][CH:16]2[CH2:21][CH2:20][N:19]([C:22]([O:24][C:25]([CH3:28])([CH3:27])[CH3:26])=[O:23])[CH2:18][CH2:17]2)[CH:12]=[CH:11][NH:10]1.N1C2C(=CC=CC=2O)C=CC=1.C(=O)([O-])[O-].[Cs+].[Cs+]. The catalyst is CS(C)=O.O.[Cu]I. The product is [O:8]=[C:9]1[CH:14]=[C:13]([O:15][CH:16]2[CH2:21][CH2:20][N:19]([C:22]([O:24][C:25]([CH3:28])([CH3:27])[CH3:26])=[O:23])[CH2:18][CH2:17]2)[CH:12]=[CH:11][N:10]1[C:2]1[CH:3]=[N:4][CH:5]=[CH:6][CH:7]=1. The yield is 0.640.